This data is from Forward reaction prediction with 1.9M reactions from USPTO patents (1976-2016). The task is: Predict the product of the given reaction. Given the reactants C[O:2][C:3]([C@@H:5]1[CH2:9][CH2:8][CH2:7][N:6]1[C:10](=[O:36])[CH2:11][NH:12][C:13]([C:15]1[CH:35]=[CH:34][C:18]2[N:19]([CH3:33])[C:20]([NH:22][C:23]3[S:24][C:25]4[CH:31]=[C:30]([Cl:32])[CH:29]=[CH:28][C:26]=4[N:27]=3)=[N:21][C:17]=2[CH:16]=1)=[O:14])=[O:4].[OH-].[Li+], predict the reaction product. The product is: [Cl:32][C:30]1[CH:29]=[CH:28][C:26]2[N:27]=[C:23]([NH:22][C:20]3[N:19]([CH3:33])[C:18]4[CH:34]=[CH:35][C:15]([C:13]([NH:12][CH2:11][C:10]([N:6]5[CH2:7][CH2:8][CH2:9][C@H:5]5[C:3]([OH:4])=[O:2])=[O:36])=[O:14])=[CH:16][C:17]=4[N:21]=3)[S:24][C:25]=2[CH:31]=1.